This data is from Forward reaction prediction with 1.9M reactions from USPTO patents (1976-2016). The task is: Predict the product of the given reaction. The product is: [C:1]([O:5][C:6](=[O:7])[NH:8][CH2:9][CH2:10][C:11](=[O:13])[NH:30][C:26]([CH3:29])([CH3:28])[CH3:27])([CH3:2])([CH3:3])[CH3:4]. Given the reactants [C:1]([O:5][C:6]([NH:8][CH2:9][CH2:10][C:11]([OH:13])=O)=[O:7])([CH3:4])([CH3:3])[CH3:2].CCN=C=NCCCN(C)C.Cl.[C:26]([NH2:30])([CH3:29])([CH3:28])[CH3:27].C(O)(=O)CC(CC(O)=O)(C(O)=O)O, predict the reaction product.